Dataset: Forward reaction prediction with 1.9M reactions from USPTO patents (1976-2016). Task: Predict the product of the given reaction. (1) Given the reactants [Mg].Br[C:3]1[CH:8]=[CH:7][C:6]([O:9][CH3:10])=[C:5]([CH3:11])[CH:4]=1.BrBr.[CH3:14][C:15]([C:17]1[CH:22]=[CH:21][CH:20]=[C:19]([Br:23])[CH:18]=1)=O, predict the reaction product. The product is: [Br:23][C:19]1[CH:18]=[C:17]([C:15]([C:3]2[CH:8]=[CH:7][C:6]([O:9][CH3:10])=[C:5]([CH3:11])[CH:4]=2)=[CH2:14])[CH:22]=[CH:21][CH:20]=1. (2) Given the reactants [CH3:1][C:2]1([CH:7]([CH3:19])[C:8]([NH:10][CH2:11][CH2:12][C:13]2[CH:18]=[CH:17][CH:16]=[CH:15][CH:14]=2)=[O:9])OCC[O:3]1.O.C1(C)C=CC(S(O)(=O)=O)=CC=1.O.C(=O)([O-])[O-].[Na+].[Na+], predict the reaction product. The product is: [CH3:19][CH:7]([C:2](=[O:3])[CH3:1])[C:8]([NH:10][CH2:11][CH2:12][C:13]1[CH:18]=[CH:17][CH:16]=[CH:15][CH:14]=1)=[O:9].